Dataset: Reaction yield outcomes from USPTO patents with 853,638 reactions. Task: Predict the reaction yield, written as a fraction of the theoretical maximum amount of product (1.0 means a 100% yield; for example, 0.34 means a 34% yield). (1) The reactants are C([O:4][CH2:5][C:6]([CH3:50])([CH3:49])[CH2:7][N:8]1[C:14]2[CH:15]=[CH:16][C:17]([Cl:19])=[CH:18][C:13]=2[C@@H:12]([C:20]2[CH:25]=[CH:24][CH:23]=[C:22]([O:26][CH3:27])[C:21]=2[O:28][CH3:29])[O:11][C@H:10]([CH2:30][C:31]([NH:33][C:34]2[CH:35]=[C:36]([C:44]([O:46]C)=[O:45])[C:37]3[CH2:38][CH2:39][CH2:40][CH2:41][C:42]=3[CH:43]=2)=[O:32])[C:9]1=[O:48])(=O)C.[OH-].[Na+].C(O)C. The catalyst is O. The product is [Cl:19][C:17]1[CH:16]=[CH:15][C:14]2[N:8]([CH2:7][C:6]([CH3:50])([CH3:49])[CH2:5][OH:4])[C:9](=[O:48])[C@@H:10]([CH2:30][C:31]([NH:33][C:34]3[CH:35]=[C:36]([C:44]([OH:46])=[O:45])[C:37]4[CH2:38][CH2:39][CH2:40][CH2:41][C:42]=4[CH:43]=3)=[O:32])[O:11][C@H:12]([C:20]3[CH:25]=[CH:24][CH:23]=[C:22]([O:26][CH3:27])[C:21]=3[O:28][CH3:29])[C:13]=2[CH:18]=1. The yield is 0.460. (2) The reactants are [CH3:1][O:2][C:3]([C:5]1[CH:14]=[C:13](O)[C:12]2[C:7](=[C:8]([O:16][CH3:17])[CH:9]=[CH:10][CH:11]=2)[N:6]=1)=[O:4].O=P(Cl)(Cl)[Cl:20]. No catalyst specified. The product is [CH3:1][O:2][C:3]([C:5]1[CH:14]=[C:13]([Cl:20])[C:12]2[C:7](=[C:8]([O:16][CH3:17])[CH:9]=[CH:10][CH:11]=2)[N:6]=1)=[O:4]. The yield is 0.670. (3) The reactants are [C:1]([C:5]1[CH:6]=[C:7]([N+:14]([O-:16])=[O:15])[C:8]([OH:13])=[C:9]([CH:12]=1)[C:10]#[N:11])([CH3:4])([CH3:3])[CH3:2].[CH:17](N(CC)C(C)C)(C)C.C[Si](C=[N+]=[N-])(C)C. The catalyst is CO.C(#N)C. The product is [C:1]([C:5]1[CH:6]=[C:7]([N+:14]([O-:16])=[O:15])[C:8]([O:13][CH3:17])=[C:9]([CH:12]=1)[C:10]#[N:11])([CH3:4])([CH3:2])[CH3:3]. The yield is 0.990. (4) The yield is 0.884. The product is [CH3:14][O:1][C:2]1[C:7]([CH3:8])=[C:6]([CH3:9])[CH:5]=[C:4]([CH3:10])[C:3]=1[C:11](=[O:13])[CH3:12]. The reactants are [OH:1][C:2]1[C:7]([CH3:8])=[C:6]([CH3:9])[CH:5]=[C:4]([CH3:10])[C:3]=1[C:11](=[O:13])[CH3:12].[C:14](=O)([O-])[O-].[K+].[K+].CI. The catalyst is CC(C)=O. (5) The product is [F:23][C:24]1[CH:29]=[CH:28][C:27]([N:30]2[CH2:21][CH:7]([C:1]3[CH:6]=[CH:5][CH:4]=[CH:3][CH:2]=3)[C:8]([C:10]3[CH:20]=[CH:19][C:13]4[O:14][CH2:15][C:16](=[O:18])[NH:17][C:12]=4[CH:11]=3)=[N:31]2)=[CH:26][CH:25]=1. The reactants are [C:1]1([C:7](=[CH2:21])[C:8]([C:10]2[CH:20]=[CH:19][C:13]3[O:14][CH2:15][C:16](=[O:18])[NH:17][C:12]=3[CH:11]=2)=O)[CH:6]=[CH:5][CH:4]=[CH:3][CH:2]=1.Cl.[F:23][C:24]1[CH:29]=[CH:28][C:27]([NH:30][NH2:31])=[CH:26][CH:25]=1.C(N(CC)CC)C. The yield is 0.210. The catalyst is C(O)C. (6) The reactants are [CH2:1]([O:8][C:9]1[C:10]([C:19]([O:21][CH2:22][C:23]2[CH:28]=[CH:27][CH:26]=[CH:25][CH:24]=2)=[O:20])=[CH:11][C:12]([Cl:18])=[C:13]([CH:17]=1)[C:14](O)=[O:15])[C:2]1[CH:7]=[CH:6][CH:5]=[CH:4][CH:3]=1.CCN(C(C)C)C(C)C.[CH3:38][N:39]1[CH2:44][CH2:43][NH:42][CH2:41][CH2:40]1.ON1C2N=CC=CC=2N=N1.C(Cl)CCl. The catalyst is CN(C)C=O. The product is [CH2:1]([O:8][C:9]1[CH:17]=[C:13]([C:14]([N:42]2[CH2:43][CH2:44][N:39]([CH3:38])[CH2:40][CH2:41]2)=[O:15])[C:12]([Cl:18])=[CH:11][C:10]=1[C:19]([O:21][CH2:22][C:23]1[CH:24]=[CH:25][CH:26]=[CH:27][CH:28]=1)=[O:20])[C:2]1[CH:7]=[CH:6][CH:5]=[CH:4][CH:3]=1. The yield is 0.660. (7) The reactants are Br[C:2]1[CH:3]=[C:4]([CH:16]=[O:17])[S:5][C:6]=1[S:7]([C:10]1[CH:11]=[N:12][CH:13]=[CH:14][CH:15]=1)(=[O:9])=[O:8].[Br:18][C:19]1[CH:24]=[CH:23][CH:22]=[CH:21][C:20]=1B(O)O.C(=O)([O-])[O-].[Na+].[Na+].COCCOC. The catalyst is [Pd].C1(P(C2C=CC=CC=2)C2C=CC=CC=2)C=CC=CC=1.C1(P(C2C=CC=CC=2)C2C=CC=CC=2)C=CC=CC=1.C1(P(C2C=CC=CC=2)C2C=CC=CC=2)C=CC=CC=1.C1(P(C2C=CC=CC=2)C2C=CC=CC=2)C=CC=CC=1.O. The product is [Br:18][C:19]1[CH:24]=[CH:23][CH:22]=[CH:21][C:20]=1[C:2]1[CH:3]=[C:4]([CH:16]=[O:17])[S:5][C:6]=1[S:7]([C:10]1[CH:11]=[N:12][CH:13]=[CH:14][CH:15]=1)(=[O:9])=[O:8]. The yield is 0.730. (8) The reactants are [Br:1][C:2]1[CH:3]=[N:4][CH:5]=[C:6]([N+:17]([O-])=O)[C:7]=1[NH:8][C:9]1[CH:14]=[CH:13][C:12]([O:15][CH3:16])=[CH:11][CH:10]=1. The catalyst is CC(O)=O.[Fe]. The product is [Br:1][C:2]1[C:7]([NH:8][C:9]2[CH:10]=[CH:11][C:12]([O:15][CH3:16])=[CH:13][CH:14]=2)=[C:6]([NH2:17])[CH:5]=[N:4][CH:3]=1. The yield is 0.460. (9) The reactants are [O:1]1[CH:5]=[CH:4][CH:3]=[C:2]1[C:6]1[N:11]=[C:10]([NH2:12])[N:9]=[C:8]2[N:13]([CH2:16][C:17]3[CH:22]=[CH:21][CH:20]=[C:19]([N+:23]([O-])=O)[CH:18]=3)[N:14]=[CH:15][C:7]=12.O.O.Cl[Sn]Cl.[OH-].[Na+]. The catalyst is CCO.Cl. The product is [NH2:23][C:19]1[CH:18]=[C:17]([CH:22]=[CH:21][CH:20]=1)[CH2:16][N:13]1[C:8]2=[N:9][C:10]([NH2:12])=[N:11][C:6]([C:2]3[O:1][CH:5]=[CH:4][CH:3]=3)=[C:7]2[CH:15]=[N:14]1. The yield is 0.940. (10) The reactants are [S:1]1[C:5]2[CH:6]=[C:7]([C:10](OCC)=[O:11])[CH:8]=[CH:9][C:4]=2[N:3]=[CH:2]1.[H-].C([Al+]CC(C)C)C(C)C.C(OCC)(=O)C.C(=O)(O)[O-].[Na+]. The catalyst is ClCCl.CCCCCC.O. The product is [S:1]1[C:5]2[CH:6]=[C:7]([CH2:10][OH:11])[CH:8]=[CH:9][C:4]=2[N:3]=[CH:2]1. The yield is 0.370.